This data is from Full USPTO retrosynthesis dataset with 1.9M reactions from patents (1976-2016). The task is: Predict the reactants needed to synthesize the given product. (1) Given the product [Br:1][C:2]1[CH:3]=[CH:4][C:5]([Cl:32])=[C:6]([CH:31]=1)[O:7][CH:8]1[CH2:13][CH2:12][N:11]([C:14]2[N:15]=[CH:16][C:17]([C:20]3[N:21]=[N:22][N:23]([CH2:25][C:26]([OH:28])=[O:27])[N:24]=3)=[CH:18][N:19]=2)[CH2:10][CH2:9]1, predict the reactants needed to synthesize it. The reactants are: [Br:1][C:2]1[CH:3]=[CH:4][C:5]([Cl:32])=[C:6]([CH:31]=1)[O:7][CH:8]1[CH2:13][CH2:12][N:11]([C:14]2[N:19]=[CH:18][C:17]([C:20]3[N:21]=[N:22][N:23]([CH2:25][C:26]([O:28]CC)=[O:27])[N:24]=3)=[CH:16][N:15]=2)[CH2:10][CH2:9]1.[OH-].[Na+]. (2) Given the product [N:11]1([C:14]2[CH:15]=[CH:16][C:17]([C:18]([OH:20])=[O:19])=[CH:21][CH:22]=2)[CH2:10][CH2:9][NH:8][CH2:13][CH2:12]1, predict the reactants needed to synthesize it. The reactants are: C(OC([N:8]1[CH2:13][CH2:12][N:11]([C:14]2[CH:22]=[CH:21][C:17]([C:18]([OH:20])=[O:19])=[CH:16][CH:15]=2)[CH2:10][CH2:9]1)=O)(C)(C)C.